Predict the reactants needed to synthesize the given product. From a dataset of Full USPTO retrosynthesis dataset with 1.9M reactions from patents (1976-2016). (1) Given the product [NH2:17][C:18]1[C:23]([O:1][CH2:2][C@@H:3]2[CH2:7][CH2:6][N:5]([C:8]([O:10][C:11]([CH3:14])([CH3:13])[CH3:12])=[O:9])[CH2:4]2)=[N:22][C:21]([C:25]2[CH:32]=[CH:31][C:28]([C:29]#[N:30])=[CH:27][CH:26]=2)=[C:20]([C:33]2[CH:34]=[CH:35][C:36]([CH3:39])=[CH:37][CH:38]=2)[N:19]=1, predict the reactants needed to synthesize it. The reactants are: [OH:1][CH2:2][C@@H:3]1[CH2:7][CH2:6][N:5]([C:8]([O:10][C:11]([CH3:14])([CH3:13])[CH3:12])=[O:9])[CH2:4]1.[H-].[Na+].[NH2:17][C:18]1[N:19]=[C:20]([C:33]2[CH:38]=[CH:37][C:36]([CH3:39])=[CH:35][CH:34]=2)[C:21]([C:25]2[CH:32]=[CH:31][C:28]([C:29]#[N:30])=[CH:27][CH:26]=2)=[N:22][C:23]=1Br. (2) The reactants are: [C:1]([C:3]1[CH:4]=[C:5]([NH:9][C:10](=[O:15])[N:11]([CH2:13][CH3:14])[CH3:12])[CH:6]=[CH:7][CH:8]=1)#[N:2]. Given the product [NH2:2][CH2:1][C:3]1[CH:4]=[C:5]([NH:9][C:10](=[O:15])[N:11]([CH2:13][CH3:14])[CH3:12])[CH:6]=[CH:7][CH:8]=1, predict the reactants needed to synthesize it. (3) Given the product [CH2:1]([O:8][C:9](=[O:27])[CH:10]([NH:15][CH:16]([C:23]([O:25][CH3:26])=[O:24])[CH2:17][C:18]1[N:19]([CH2:38][C:37]2[CH:36]=[C:35]([Cl:34])[CH:42]=[C:41]([Cl:43])[CH:40]=2)[N:20]=[CH:21][CH:22]=1)[CH2:11][CH:12]([CH3:13])[CH3:14])[C:2]1[CH:7]=[CH:6][CH:5]=[CH:4][CH:3]=1, predict the reactants needed to synthesize it. The reactants are: [CH2:1]([O:8][C:9](=[O:27])[CH:10]([NH:15][CH:16]([C:23]([O:25][CH3:26])=[O:24])[CH2:17][C:18]1[CH:22]=[CH:21][NH:20][N:19]=1)[CH2:11][CH:12]([CH3:14])[CH3:13])[C:2]1[CH:7]=[CH:6][CH:5]=[CH:4][CH:3]=1.C([O-])([O-])=O.[K+].[K+].[Cl:34][C:35]1[CH:36]=[C:37]([CH:40]=[C:41]([Cl:43])[CH:42]=1)[CH2:38]Br. (4) The reactants are: [CH3:1][O:2][C:3]1[CH:4]=[C:5]2[C:10](=[CH:11][CH:12]=1)[NH:9][CH:8]=[C:7]([C:13]#[N:14])[C:6]2=[O:15].[CH:16]1([CH2:22]Cl)[CH2:21][CH2:20][CH2:19][CH2:18][CH2:17]1. Given the product [CH:16]1([CH2:22][N:9]2[C:10]3[C:5](=[CH:4][C:3]([O:2][CH3:1])=[CH:12][CH:11]=3)[C:6](=[O:15])[C:7]([C:13]#[N:14])=[CH:8]2)[CH2:21][CH2:20][CH2:19][CH2:18][CH2:17]1, predict the reactants needed to synthesize it. (5) Given the product [CH2:25]([O:24][C:22]([CH:21]1[CH2:27][CH:14]2[C:13](=[O:31])[CH:18]([CH2:17][S:16][CH2:15]2)[CH2:20]1)=[O:23])[CH3:26], predict the reactants needed to synthesize it. The reactants are: C(N(CC)CC)C.N1([C:13]2[CH2:14][CH2:15][S:16][CH2:17][CH:18]=2)CCCC1.Br[CH2:20][CH:21]([CH2:27]Br)[C:22]([O:24][CH2:25][CH3:26])=[O:23].C(O)(=[O:31])C. (6) Given the product [Cl:1][C:2]1[C:3]([NH:21][C:22]2[N:27]=[C:26]([NH:28][CH2:29][CH3:30])[C:25]3=[N:31][CH:32]=[C:33]([C:34]#[N:35])[N:24]3[N:23]=2)=[CH:4][C:5]([C:19]#[N:20])=[CH:6][C:7]=1[N:8]1[CH2:13][CH2:12][CH:11]([N:14]([CH:15]2[CH2:18][O:17][CH2:16]2)[C:38](=[O:51])[O:39][CH3:40])[CH2:10][CH2:9]1, predict the reactants needed to synthesize it. The reactants are: [Cl:1][C:2]1[C:7]([N:8]2[CH2:13][CH2:12][CH:11]([NH:14][CH:15]3[CH2:18][O:17][CH2:16]3)[CH2:10][CH2:9]2)=[CH:6][C:5]([C:19]#[N:20])=[CH:4][C:3]=1[NH:21][C:22]1[N:27]=[C:26]([NH:28][CH2:29][CH3:30])[C:25]2=[N:31][CH:32]=[C:33]([C:34]#[N:35])[N:24]2[N:23]=1.C1[CH2:40][O:39][CH2:38]C1.CCN(C(C)C)C(C)C.C[OH:51]. (7) Given the product [OH:39]/[N:38]=[C:1](/[C:4]1[CH:5]=[CH:6][C:7](/[C:10](/[C:27]2[CH:32]=[CH:31][C:30]([C:33]([F:34])([F:35])[F:36])=[CH:29][CH:28]=2)=[CH:11]\[CH:12]=[CH:13]\[C:14]([NH:16][C:17]2[CH:26]=[CH:25][CH:24]=[C:23]3[C:18]=2[CH:19]=[CH:20][N:21]=[CH:22]3)=[O:15])=[CH:8][CH:9]=1)\[CH3:2], predict the reactants needed to synthesize it. The reactants are: [C:1]([C:4]1[CH:9]=[CH:8][C:7](/[C:10](/[C:27]2[CH:32]=[CH:31][C:30]([C:33]([F:36])([F:35])[F:34])=[CH:29][CH:28]=2)=[CH:11]\[CH:12]=[CH:13]\[C:14]([NH:16][C:17]2[CH:26]=[CH:25][CH:24]=[C:23]3[C:18]=2[CH:19]=[CH:20][N:21]=[CH:22]3)=[O:15])=[CH:6][CH:5]=1)(=O)[CH3:2].Cl.[NH2:38][OH:39].N1C=CC=CC=1.O.